This data is from Reaction yield outcomes from USPTO patents with 853,638 reactions. The task is: Predict the reaction yield, written as a fraction of the theoretical maximum amount of product (1.0 means a 100% yield; for example, 0.34 means a 34% yield). (1) The product is [Cl:19][C:15]1[CH:14]=[C:13]([N:12]([C@@H:10]([CH3:11])[CH2:9][OH:8])[C:32](=[O:33])[O:31][C:27]([CH3:30])([CH3:29])[CH3:28])[CH:18]=[CH:17][CH:16]=1. The catalyst is O1CCCC1. The yield is 0.640. The reactants are [Si]([O:8][CH2:9][C@@H:10]([NH:12][C:13]1[CH:18]=[CH:17][CH:16]=[C:15]([Cl:19])[CH:14]=1)[CH3:11])(C(C)(C)C)(C)C.C(=O)=O.CC(C)=O.[C:27]([O:31][C:32](O[C:32]([O:31][C:27]([CH3:30])([CH3:29])[CH3:28])=[O:33])=[O:33])([CH3:30])([CH3:29])[CH3:28].O. (2) The reactants are [CH3:1][O:2][C:3](=[O:20])[CH2:4][CH2:5][C:6]1[C:7](=[O:19])[N:8]([CH2:11][C:12]2[CH:17]=[CH:16][C:15]([NH2:18])=[CH:14][CH:13]=2)[CH2:9][CH:10]=1.[C:21](Cl)(=[O:28])[C:22]1[CH:27]=[CH:26][CH:25]=[CH:24][CH:23]=1.C(NC(C)C)(C)C.CO. The catalyst is C(Cl)Cl. The product is [CH3:1][O:2][C:3](=[O:20])[CH2:4][CH2:5][C:6]1[C:7](=[O:19])[N:8]([CH2:11][C:12]2[CH:13]=[CH:14][C:15]([NH:18][C:21](=[O:28])[C:22]3[CH:27]=[CH:26][CH:25]=[CH:24][CH:23]=3)=[CH:16][CH:17]=2)[CH2:9][CH:10]=1. The yield is 0.870. (3) The reactants are [CH:1]1([S:4]([C:7]2[CH:12]=[CH:11][C:10]([CH:13]([C:21]3[NH:25][C:24]([C:26]([O:28]CC)=[O:27])=[CH:23][CH:22]=3)[CH2:14][CH:15]3[CH2:20][CH2:19][O:18][CH2:17][CH2:16]3)=[CH:9][CH:8]=2)(=[O:6])=[O:5])[CH2:3][CH2:2]1.C(O)C.[OH-].[Na+]. The catalyst is O1CCCC1. The product is [CH:1]1([S:4]([C:7]2[CH:8]=[CH:9][C:10]([CH:13]([C:21]3[NH:25][C:24]([C:26]([OH:28])=[O:27])=[CH:23][CH:22]=3)[CH2:14][CH:15]3[CH2:16][CH2:17][O:18][CH2:19][CH2:20]3)=[CH:11][CH:12]=2)(=[O:5])=[O:6])[CH2:3][CH2:2]1. The yield is 0.930. (4) The reactants are [CH3:1][N:2]1[C:6]([C:7](=[N:14][O:15][CH2:16][C:17]2[N:22]=[C:21]([N:23]3C(=O)C4C(=CC=CC=4)C3=O)[CH:20]=[CH:19][CH:18]=2)[C:8]2[CH:13]=[CH:12][CH:11]=[CH:10][CH:9]=2)=[CH:5][N:4]=[CH:3]1.O.NN. The catalyst is O1CCCC1. The product is [CH3:1][N:2]1[C:6]([C:7](=[N:14][O:15][CH2:16][C:17]2[N:22]=[C:21]([NH2:23])[CH:20]=[CH:19][CH:18]=2)[C:8]2[CH:9]=[CH:10][CH:11]=[CH:12][CH:13]=2)=[CH:5][N:4]=[CH:3]1. The yield is 0.770.